From a dataset of CYP3A4 inhibition data for predicting drug metabolism from PubChem BioAssay. Regression/Classification. Given a drug SMILES string, predict its absorption, distribution, metabolism, or excretion properties. Task type varies by dataset: regression for continuous measurements (e.g., permeability, clearance, half-life) or binary classification for categorical outcomes (e.g., BBB penetration, CYP inhibition). Dataset: cyp3a4_veith. (1) The molecule is CC(C)[C@H](N)c1nnc(SCc2ccc(Cl)cc2)o1.Cl. The result is 1 (inhibitor). (2) The drug is NCCS(=O)O. The result is 0 (non-inhibitor). (3) The compound is N#Cc1ccc(CN2CCCC3(CCN(C(=O)c4cnccn4)CC3)C2)cc1. The result is 1 (inhibitor).